This data is from Forward reaction prediction with 1.9M reactions from USPTO patents (1976-2016). The task is: Predict the product of the given reaction. (1) Given the reactants S([O-])(=O)(=O)C.N[CH2:7][CH:8]([C:10]1[CH:15]=[CH:14][CH:13]=[CH:12][CH:11]=1)[OH:9], predict the reaction product. The product is: [C:10]1([CH:8]([OH:9])[CH3:7])[CH:15]=[CH:14][CH:13]=[CH:12][CH:11]=1. (2) Given the reactants [S:1]1[C:5]2[CH:6]=[CH:7][CH:8]=[CH:9][C:4]=2[N:3]=[C:2]1[C:10]1[CH:16]=[CH:15][C:13]([NH2:14])=[CH:12][CH:11]=1.[N:17]([O-])=O.[Na+].Cl[Sn]Cl.[CH3:24][N:25]1[C:37]2[CH:36]=[CH:35][C:34]([CH:38]=O)=[CH:33][C:32]=2[C:31]2[C:26]1=[CH:27][CH:28]=[CH:29][CH:30]=2.[OH-].[Na+], predict the reaction product. The product is: [S:1]1[C:5]2[CH:6]=[CH:7][CH:8]=[CH:9][C:4]=2[N:3]=[C:2]1[C:10]1[CH:16]=[CH:15][C:13]([NH:14]/[N:17]=[CH:38]\[C:34]2[CH:35]=[CH:36][C:37]3[N:25]([CH3:24])[C:26]4[C:31]([C:32]=3[CH:33]=2)=[CH:30][CH:29]=[CH:28][CH:27]=4)=[CH:12][CH:11]=1. (3) Given the reactants Cl[C:2]1[N:7]=[C:6]([C:8]2[CH:13]=[CH:12][C:11]([F:14])=[CH:10][C:9]=2[O:15][CH3:16])[C:5]([F:17])=[CH:4][N:3]=1.[N+:18]([C:21]1[CH:22]=[C:23]([CH2:33][OH:34])[CH:24]=[C:25]([S:27]([F:32])([F:31])([F:30])([F:29])[F:28])[CH:26]=1)([O-])=O, predict the reaction product. The product is: [F:17][C:5]1[C:6]([C:8]2[CH:13]=[CH:12][C:11]([F:14])=[CH:10][C:9]=2[O:15][CH3:16])=[N:7][C:2]([NH:18][C:21]2[CH:22]=[C:23]([CH2:33][OH:34])[CH:24]=[C:25]([S:27]([F:32])([F:28])([F:29])([F:30])[F:31])[CH:26]=2)=[N:3][CH:4]=1.